This data is from CYP2C19 inhibition data for predicting drug metabolism from PubChem BioAssay. The task is: Regression/Classification. Given a drug SMILES string, predict its absorption, distribution, metabolism, or excretion properties. Task type varies by dataset: regression for continuous measurements (e.g., permeability, clearance, half-life) or binary classification for categorical outcomes (e.g., BBB penetration, CYP inhibition). Dataset: cyp2c19_veith. (1) The compound is Oc1cc2c(cc1O)[C@H]1c3ccccc3CN[C@@H]1CC2. The result is 0 (non-inhibitor). (2) The drug is CCN(CC)CCN1C(=O)C(=O)/C(=C(/O)c2ccc(OC)cc2)C1c1cccs1. The result is 1 (inhibitor). (3) The compound is CC(=O)c1cccc(NS(=O)(=O)c2ccc(N/C=C\C(=O)c3ccc(F)cc3)cc2)c1. The result is 1 (inhibitor).